Dataset: Full USPTO retrosynthesis dataset with 1.9M reactions from patents (1976-2016). Task: Predict the reactants needed to synthesize the given product. (1) Given the product [CH3:1][O:2][C:3]([C:5]1[N:9]([C:10]([O:12][C:13]([CH3:16])([CH3:14])[CH3:15])=[O:11])[C:8]2[CH:17]=[C:18]([Br:50])[O:19][C:7]=2[CH:6]=1)=[O:4], predict the reactants needed to synthesize it. The reactants are: [CH3:1][O:2][C:3]([C:5]1[N:9]([C:10]([O:12][C:13]([CH3:16])([CH3:15])[CH3:14])=[O:11])[C:8]2[CH:17]=[CH:18][O:19][C:7]=2[CH:6]=1)=[O:4].CCCC[N+](CCCC)(CCCC)CCCC.[F-].C1COCC1.C1C(=O)N([Br:50])C(=O)C1. (2) Given the product [CH2:1]([N:8]([CH:22]([CH3:24])[CH3:23])[S:9]([C:12]1[CH:17]=[CH:16][C:15]([CH2:18][C:19]([N:31]2[CH2:30][CH2:29][C:28]3[C:33](=[C:34]([N:37]4[CH2:42][CH2:41][N:40]([CH3:43])[CH2:39][CH2:38]4)[CH:35]=[CH:36][C:27]=3[O:26][CH3:25])[CH2:32]2)=[O:20])=[CH:14][CH:13]=1)(=[O:10])=[O:11])[C:2]1[CH:3]=[CH:4][CH:5]=[CH:6][CH:7]=1, predict the reactants needed to synthesize it. The reactants are: [CH2:1]([N:8]([CH:22]([CH3:24])[CH3:23])[S:9]([C:12]1[CH:17]=[CH:16][C:15]([CH2:18][C:19](O)=[O:20])=[CH:14][CH:13]=1)(=[O:11])=[O:10])[C:2]1[CH:7]=[CH:6][CH:5]=[CH:4][CH:3]=1.[CH3:25][O:26][C:27]1[CH:36]=[CH:35][C:34]([N:37]2[CH2:42][CH2:41][N:40]([CH3:43])[CH2:39][CH2:38]2)=[C:33]2[C:28]=1[CH2:29][CH2:30][NH:31][CH2:32]2.CN(C(ON1N=NC2C=CC=NC1=2)=[N+](C)C)C.F[P-](F)(F)(F)(F)F. (3) The reactants are: [C:1]([O:9][C:10]1[CH:15]=[CH:14][CH:13]=[C:12]([O:16][C:17]2[C:22]([Cl:23])=[CH:21][C:20]([N+:24]([O-])=O)=[CH:19][C:18]=2[Cl:27])[CH:11]=1)(=O)[C:2]1[CH:7]=[CH:6]C=CC=1.CO.[OH-].[Na+].[Cl-].[Ca+2].[Cl-]. Given the product [Cl:23][C:22]1[CH:21]=[C:20]([CH:19]=[C:18]([Cl:27])[C:17]=1[O:16][C:12]1[CH:13]=[CH:14][CH:15]=[C:10]([O:9][CH2:1][CH:2]2[CH2:7][CH2:6]2)[CH:11]=1)[NH2:24], predict the reactants needed to synthesize it. (4) Given the product [N:10]1[C:8]2[CH:7]=[CH:6][CH:5]=[CH:23][C:24]=2[NH:10][C:8]=1[C:7]1[CH:6]=[CH:5][C:4]([C:3]([O:2][CH3:1])=[O:22])=[CH:12][CH:11]=1, predict the reactants needed to synthesize it. The reactants are: [CH3:1][O:2][C:3](=[O:22])[C:4]1[CH:12]=[CH:11][C:7]([C:8]([NH2:10])=O)=[CH:6][C:5]=1C1C=CC=CC=1[N+]([O-])=O.[C:23](O)(=O)[CH3:24]. (5) Given the product [C:22]([O:21][C:19](=[O:20])[CH2:18][O:10][C:9]1[CH:8]=[CH:7][C:4]([C:5]#[N:6])=[CH:3][C:2]=1[Br:1])([CH3:25])([CH3:24])[CH3:23], predict the reactants needed to synthesize it. The reactants are: [Br:1][C:2]1[CH:3]=[C:4]([CH:7]=[CH:8][C:9]=1[OH:10])[C:5]#[N:6].C(=O)([O-])[O-].[K+].[K+].Br[CH2:18][C:19]([O:21][C:22]([CH3:25])([CH3:24])[CH3:23])=[O:20]. (6) The reactants are: [F:1][C:2]1[C:7]([C:8]2[CH:13]=[CH:12][N:11]=[CH:10][CH:9]=2)=[CH:6][CH:5]=[CH:4][C:3]=1B(O)O.Br[C:18]1[N:22]2[N:23]=[CH:24][C:25]([C:27]([OH:30])([CH3:29])[CH3:28])=[N:26][C:21]2=[N:20][CH:19]=1. Given the product [F:1][C:2]1[C:7]([C:8]2[CH:13]=[CH:12][N:11]=[CH:10][CH:9]=2)=[CH:6][CH:5]=[CH:4][C:3]=1[C:18]1[N:22]2[N:23]=[CH:24][C:25]([C:27]([OH:30])([CH3:28])[CH3:29])=[N:26][C:21]2=[N:20][CH:19]=1, predict the reactants needed to synthesize it. (7) Given the product [CH3:16][C:15]1[CH:14]=[N:13][N:10]2[CH:11]=[CH:12][C:7]3[CH2:6][CH2:5][CH:4]([CH2:3][CH2:2][NH:1][C:62](=[O:64])[CH3:63])[C:8]=3[C:9]=12, predict the reactants needed to synthesize it. The reactants are: [NH2:1][CH2:2][CH2:3][CH:4]1[C:8]2[C:9]3[N:10]([N:13]=[CH:14][C:15]=3[C:16](OCC)=O)[CH:11]=[CH:12][C:7]=2[CH2:6][CH2:5]1.C1(C)C=CC=CC=1.[H-].C([Al+]CC(C)C)C(C)C.O.O.O.O.O.O.O.O.O.O.S([O-])([O-])(=O)=O.[Na+].[Na+].C(N(CC)CC)C.[C:62](OC(=O)C)(=[O:64])[CH3:63]. (8) Given the product [F:10][C:11]1[CH:12]=[C:13]([CH:14]=[N:3][NH:2][C:1]([O:5][C:6]([CH3:9])([CH3:8])[CH3:7])=[O:4])[CH:16]=[C:17]([F:19])[CH:18]=1, predict the reactants needed to synthesize it. The reactants are: [C:1]([O:5][C:6]([CH3:9])([CH3:8])[CH3:7])(=[O:4])[NH:2][NH2:3].[F:10][C:11]1[CH:12]=[C:13]([CH:16]=[C:17]([F:19])[CH:18]=1)[CH:14]=O.